From a dataset of Forward reaction prediction with 1.9M reactions from USPTO patents (1976-2016). Predict the product of the given reaction. (1) Given the reactants I[C:2]1[CH:3]=[C:4]2[C:9](=[C:10]([C:12]3[C:21]4[C:16](=[CH:17][CH:18]=[CH:19][CH:20]=4)[CH:15]=[CH:14][CH:13]=3)[CH:11]=1)[N:8]=[C:7]([C:22]#[N:23])[CH:6]=[CH:5]2.[S:24]1[CH:28]=[CH:27][CH:26]=[C:25]1B(O)O.C([O-])([O-])=O.[K+].[K+], predict the reaction product. The product is: [S:24]1[CH:28]=[CH:27][CH:26]=[C:25]1[C:2]1[CH:3]=[C:4]2[C:9](=[C:10]([C:12]3[C:21]4[C:16](=[CH:17][CH:18]=[CH:19][CH:20]=4)[CH:15]=[CH:14][CH:13]=3)[CH:11]=1)[N:8]=[C:7]([C:22]#[N:23])[CH:6]=[CH:5]2. (2) Given the reactants [OH:1][C:2]1[CH:7]=[CH:6][C:5]([S:8]([N:11]2[C:17](=[O:18])[C@:16]3([CH3:19])[C@H:12]2[CH2:13][CH2:14][CH2:15]3)(=[O:10])=[O:9])=[CH:4][CH:3]=1.C(=O)([O-])[O-].[Cs+].[Cs+].Cl[CH2:27][C:28]1[C:37]2[C:32](=[CH:33][CH:34]=[CH:35][CH:36]=2)[N:31]=[C:30]([CH3:38])[CH:29]=1.F[P-](F)(F)(F)(F)F.[N:46]1([O:55][P+](N(C)C)(N(C)C)N(C)C)C2C=CC=CC=2N=N1.Cl.NO, predict the reaction product. The product is: [OH:55][NH:46][C:17]([C@@:16]1([CH3:19])[CH2:15][CH2:14][CH2:13][C@H:12]1[NH:11][S:8]([C:5]1[CH:6]=[CH:7][C:2]([O:1][CH2:27][C:28]2[C:37]3[C:32](=[CH:33][CH:34]=[CH:35][CH:36]=3)[N:31]=[C:30]([CH3:38])[CH:29]=2)=[CH:3][CH:4]=1)(=[O:10])=[O:9])=[O:18].